Dataset: Full USPTO retrosynthesis dataset with 1.9M reactions from patents (1976-2016). Task: Predict the reactants needed to synthesize the given product. (1) Given the product [Cl:1][C:2]1[CH:3]=[C:4]([C:8]2[CH2:9][CH2:10][CH2:11][N:12]=2)[CH:5]=[CH:6][CH:7]=1, predict the reactants needed to synthesize it. The reactants are: [Cl:1][C:2]1[CH:3]=[C:4]([C:8](=O)[CH2:9][CH2:10][CH2:11][NH:12]C(=O)OC(C)(C)C)[CH:5]=[CH:6][CH:7]=1.C(Cl)Cl.C(O)(C(F)(F)F)=O. (2) Given the product [C:8]([O:12][C:13]([NH:15][CH2:16][C:17]([NH:41][C@@H:42]1[CH2:46][CH2:45][N:44]([CH2:47][C:48]2[CH:53]=[CH:52][C:51]([Cl:54])=[CH:50][CH:49]=2)[CH2:43]1)=[O:19])=[O:14])([CH3:9])([CH3:10])[CH3:11], predict the reactants needed to synthesize it. The reactants are: CCN(CC)CC.[C:8]([O:12][C:13]([NH:15][CH2:16][C:17]([OH:19])=O)=[O:14])([CH3:11])([CH3:10])[CH3:9].CCN=C=NCCCN(C)C.C1C=CC2N(O)N=NC=2C=1.[NH2:41][C@@H:42]1[CH2:46][CH2:45][N:44]([CH2:47][C:48]2[CH:53]=[CH:52][C:51]([Cl:54])=[CH:50][CH:49]=2)[CH2:43]1.[OH-].[Na+]. (3) Given the product [CH3:1][O:2][C:3]1[C:4](=[O:25])[C:5]([CH3:24])=[C:6]([CH2:12][C:13]2[CH:14]=[C:15]([CH:19]=[CH:20][C:21]([N:26]3[CH2:31][CH2:30][O:29][CH2:28][CH2:27]3)=[O:23])[CH:16]=[CH:17][CH:18]=2)[C:7](=[O:11])[C:8]=1[O:9][CH3:10], predict the reactants needed to synthesize it. The reactants are: [CH3:1][O:2][C:3]1[C:4](=[O:25])[C:5]([CH3:24])=[C:6]([CH2:12][C:13]2[CH:14]=[C:15]([CH:19]=[CH:20][C:21]([OH:23])=O)[CH:16]=[CH:17][CH:18]=2)[C:7](=[O:11])[C:8]=1[O:9][CH3:10].[NH:26]1[CH2:31][CH2:30][O:29][CH2:28][CH2:27]1.